This data is from Catalyst prediction with 721,799 reactions and 888 catalyst types from USPTO. The task is: Predict which catalyst facilitates the given reaction. (1) The catalyst class is: 178. Reactant: [CH2:1]([N:5]1[CH2:10][CH2:9][N:8](C(OCC2C=CC=CC=2)=O)[CH2:7][CH2:6]1)[CH:2]([CH3:4])[CH3:3]. Product: [CH2:1]([N:5]1[CH2:10][CH2:9][NH:8][CH2:7][CH2:6]1)[CH:2]([CH3:4])[CH3:3]. (2) Reactant: [NH2:1][NH2:2].[CH:3]1([C:6](=O)[CH2:7][CH:8]([CH:14]2[CH2:19][CH2:18][N:17]([C:20]([O:22][CH2:23][C:24]3[CH:29]=[CH:28][CH:27]=[CH:26][CH:25]=3)=[O:21])[CH2:16][CH2:15]2)[C:9](OCC)=[O:10])[CH2:5][CH2:4]1. Product: [CH:3]1([C:6]2[CH2:7][CH:8]([CH:14]3[CH2:19][CH2:18][N:17]([C:20]([O:22][CH2:23][C:24]4[CH:29]=[CH:28][CH:27]=[CH:26][CH:25]=4)=[O:21])[CH2:16][CH2:15]3)[C:9](=[O:10])[NH:1][N:2]=2)[CH2:5][CH2:4]1. The catalyst class is: 15. (3) Product: [C:69]([C:73]1[CH:74]=[CH:75][C:76]([C@@H:79]([NH:81][C:30]([C:26]2[CH:25]=[C:24]3[C:29](=[CH:28][CH:27]=2)[N:21]([CH2:20][C:17]2[CH:16]=[CH:15][C:14]([C:9]4[C:8]([C:6]([O:5][C:1]([CH3:2])([CH3:3])[CH3:4])=[O:7])=[CH:13][CH:12]=[CH:11][CH:10]=4)=[CH:19][CH:18]=2)[C:22]([CH3:34])=[C:23]3[CH3:33])=[O:31])[CH3:80])=[CH:77][CH:78]=1)([CH3:72])([CH3:70])[CH3:71]. The catalyst class is: 3. Reactant: [C:1]([O:5][C:6]([C:8]1[CH:13]=[CH:12][CH:11]=[CH:10][C:9]=1[C:14]1[CH:19]=[CH:18][C:17]([CH2:20][N:21]2[C:29]3[C:24](=[CH:25][C:26]([C:30](O)=[O:31])=[CH:27][CH:28]=3)[C:23]([CH3:33])=[C:22]2[CH3:34])=[CH:16][CH:15]=1)=[O:7])([CH3:4])([CH3:3])[CH3:2].CCN(C(C)C)C(C)C.CN(C(ON1N=NC2C=CC=NC1=2)=[N+](C)C)C.F[P-](F)(F)(F)(F)F.[Cl-].[C:69]([C:73]1[CH:78]=[CH:77][C:76]([C@@H:79]([NH3+:81])[CH3:80])=[CH:75][CH:74]=1)([CH3:72])([CH3:71])[CH3:70]. (4) Reactant: [NH2:1][CH2:2][CH2:3][CH2:4][N:5]1[CH2:10][CH2:9][N:8]([CH2:11][CH2:12][CH2:13][NH2:14])[CH2:7][CH2:6]1.[C:15]1([C:21]2[CH:28]=[CH:27][C:24]([CH:25]=O)=[CH:23][CH:22]=2)[CH:20]=[CH:19][CH:18]=[CH:17][CH:16]=1.[BH4-].[Na+].O. Product: [C:15]1([C:21]2[CH:28]=[CH:27][C:24]([CH2:25][NH:14][CH2:13][CH2:12][CH2:11][N:8]3[CH2:7][CH2:6][N:5]([CH2:4][CH2:3][CH2:2][NH:1][CH2:25][C:24]4[CH:27]=[CH:28][C:21]([C:15]5[CH:16]=[CH:17][CH:18]=[CH:19][CH:20]=5)=[CH:22][CH:23]=4)[CH2:10][CH2:9]3)=[CH:23][CH:22]=2)[CH:20]=[CH:19][CH:18]=[CH:17][CH:16]=1. The catalyst class is: 8.